Predict the product of the given reaction. From a dataset of Forward reaction prediction with 1.9M reactions from USPTO patents (1976-2016). (1) The product is: [Cl:13][C:14]1[CH:15]=[CH:16][C:17]2[N:18]([CH3:35])[C:19](=[O:34])[C:20]3[CH:30]=[C:29]([CH2:31][CH2:32][O:33][C:37]4[C:46]5[C:41](=[CH:42][CH:43]=[CH:44][CH:45]=5)[N:40]=[CH:39][CH:38]=4)[CH:28]=[N:27][C:21]=3[N:22]([CH2:25][CH3:26])[C:23]=2[N:24]=1. Given the reactants N(C(OCC)=O)=NC(OCC)=O.[Cl:13][C:14]1[CH:15]=[CH:16][C:17]2[N:18]([CH3:35])[C:19](=[O:34])[C:20]3[CH:30]=[C:29]([CH2:31][CH2:32][OH:33])[CH:28]=[N:27][C:21]=3[N:22]([CH2:25][CH3:26])[C:23]=2[N:24]=1.O[C:37]1[C:46]2[C:41](=[CH:42][CH:43]=[CH:44][CH:45]=2)[N:40]=[CH:39][CH:38]=1.C1C=CC(P(C2C=CC=CC=2)C2C=CC=CC=2)=CC=1, predict the reaction product. (2) The product is: [F:1][C:2]([F:16])([F:15])[C:32]([OH:33])=[O:35].[OH:31][C:28]([CH3:30])([CH3:29])[CH2:27][NH:26][S:23]([C:21]1[S:22][C:18]([C:10]2[CH:9]=[CH:8][N:7]=[C:6]3[NH:14][C:3]([C:2]([F:16])([F:15])[F:1])=[CH:4][C:5]=23)=[CH:19][CH:20]=1)(=[O:25])=[O:24]. Given the reactants [F:1][C:2]([F:16])([F:15])[C:3]1[NH:14][C:6]2=[N:7][CH:8]=[CH:9][C:10](B(O)O)=[C:5]2[CH:4]=1.Br[C:18]1[S:22][C:21]([S:23]([NH:26][CH2:27][C:28]([OH:31])([CH3:30])[CH3:29])(=[O:25])=[O:24])=[CH:20][CH:19]=1.[C:32](=[O:35])(O)[O-:33].[Na+], predict the reaction product. (3) Given the reactants [O:1]1[CH2:6][CH2:5][CH:4]([O:7][CH2:8][CH2:9][O:10][C:11]2[CH:16]=[CH:15][C:14](C3C4C(=CC(C(OCC[Si](C)(C)C)=O)=CC=4)C=CN=3)=[CH:13][CH:12]=2)[CH2:3][CH2:2]1.[F-].C([N+:41]([CH2:50][CH2:51][CH2:52][CH3:53])([CH2:46][CH2:47][CH2:48][CH3:49])CCCC)CCC.[Cl-].[NH4+].Cl.[CH2:57]([N:59]=C=NCCCN(C)C)[CH3:58].O.[OH:69]N1C2C=CC=CC=2N=N1.C(N(CC)CC)C, predict the reaction product. The product is: [O:1]1[CH2:2][CH2:3][CH:4]([O:7][CH2:8][CH2:9][O:10][C:11]2[CH:16]=[CH:15][C:14]([C:51]3[C:52]4[C:47](=[CH:48][CH:49]=[C:58]([C:57]([NH2:59])=[O:69])[CH:53]=4)[CH:46]=[N:41][CH:50]=3)=[CH:13][CH:12]=2)[CH2:5][CH2:6]1. (4) Given the reactants BrC1N=C(C(=O)NC)C(NC2C(C(F)(F)F)=CN=C(NC3C=CC(CCCCP(=O)O[CH2:34][C:35]([CH3:52])([CH3:51])[CH2:36][N:37]4[CH:41]=[C:40]([B:42]5[O:46][C:45]([CH3:48])([CH3:47])[C:44]([CH3:50])([CH3:49])[O:43]5)[CH:39]=[N:38]4)=CC=3OC)N=2)=CC=1.[Br:58][C:59]1[N:64]=[C:63]([C:65](=[O:68])[NH:66][CH3:67])[C:62]([NH:69][C:70]2[C:75]([C:76]([F:79])([F:78])[F:77])=[CH:74][N:73]=[C:72]([NH:80][C:81]3[CH:92]=[CH:91][C:84]([CH2:85][CH2:86][CH2:87][PH:88](=[O:90])[OH:89])=[CH:83][C:82]=3[O:93][CH3:94])[N:71]=2)=[CH:61][CH:60]=1, predict the reaction product. The product is: [Br:58][C:59]1[N:64]=[C:63]([C:65](=[O:68])[NH:66][CH3:67])[C:62]([NH:69][C:70]2[C:75]([C:76]([F:79])([F:77])[F:78])=[CH:74][N:73]=[C:72]([NH:80][C:81]3[CH:92]=[CH:91][C:84]([CH2:85][CH2:86][CH2:87][PH:88](=[O:89])[O:90][CH2:34][C:35]([CH3:52])([CH3:51])[CH2:36][N:37]4[CH:41]=[C:40]([B:42]5[O:46][C:45]([CH3:48])([CH3:47])[C:44]([CH3:50])([CH3:49])[O:43]5)[CH:39]=[N:38]4)=[CH:83][C:82]=3[O:93][CH3:94])[N:71]=2)=[CH:61][CH:60]=1. (5) Given the reactants [C:1]([C:3]1[CH:4]=[CH:5][C:6]([C:9](=O)[CH2:10][C:11](=O)[C:12]([O:14][CH3:15])=[O:13])=[N:7][CH:8]=1)#[N:2].[Cl:18][C:19]1[N:20]=[N:21][C:22]([NH:25][NH2:26])=[CH:23][CH:24]=1, predict the reaction product. The product is: [C:1]([C:3]1[CH:4]=[CH:5][C:6]([C:9]2[N:25]([C:22]3[N:21]=[N:20][C:19]([Cl:18])=[CH:24][CH:23]=3)[N:26]=[C:11]([C:12]([O:14][CH3:15])=[O:13])[CH:10]=2)=[N:7][CH:8]=1)#[N:2]. (6) Given the reactants [F:1][CH:2]([F:57])[O:3][C@H:4]([CH3:56])[C@H:5]([NH:51][C:52]([O:54][CH3:55])=[O:53])[C:6]([N:8]1[CH2:12][CH2:11][CH2:10][C@H:9]1[C:13]1[NH:14][C:15]([C:18]2[CH:19]=[C:20]3[C:25](=[CH:26][CH:27]=2)[CH:24]=[C:23]([C:28]2[CH:33]=[CH:32][C:31]([C:34]4[NH:38][C:37]([C@@H:39]5[CH2:43][CH2:42][CH2:41][N:40]5[C:44](OC(C)(C)C)=[O:45])=[N:36]C=4)=[CH:30][CH:29]=2)[CH:22]=[CH:21]3)=[CH:16][N:17]=1)=[O:7].Cl.O1CCOC[CH2:60]1.[CH3:65][O:66][C:67]([NH:69][C@H:70]([C:74]1[CH:79]=[CH:78][CH:77]=[CH:76][CH:75]=1)C(O)=O)=[O:68].CCOC(C(C#N)=NOC(N1CCOCC1)=[N+](C)C)=O.F[P-](F)(F)(F)(F)F.C(N(C(C)C)CC)(C)C, predict the reaction product. The product is: [CH3:65][O:66][C:67]([NH:69][C@H:70]([C:74]1[CH:79]=[CH:78][CH:77]=[CH:76][CH:75]=1)[C:44]([N:40]1[CH2:41][CH2:42][CH2:43][C@H:39]1[C:37]1[NH:38][C:34]([C:31]2[CH:30]=[CH:29][C:28]([C:23]3[CH:24]=[C:25]4[C:20](=[CH:21][CH:22]=3)[CH:19]=[C:18]([C:15]3[NH:14][C:13]([C@@H:9]5[CH2:10][CH2:11][CH2:12][N:8]5[C:6](=[O:7])[C@@H:5]([NH:51][C:52](=[O:53])[O:54][CH3:55])[C@H:4]([O:3][CH:2]([F:57])[F:1])[CH3:56])=[N:17][CH:16]=3)[CH:27]=[CH:26]4)=[CH:33][CH:32]=2)=[CH:60][N:36]=1)=[O:45])=[O:68].